From a dataset of Drug half-life prediction data from Obach et al.. Regression/Classification. Given a drug SMILES string, predict its absorption, distribution, metabolism, or excretion properties. Task type varies by dataset: regression for continuous measurements (e.g., permeability, clearance, half-life) or binary classification for categorical outcomes (e.g., BBB penetration, CYP inhibition). For this dataset (half_life_obach), we predict log10(half-life) (log10 of half-life in hours). (1) The drug is NC(=O)CN1CC(O)CC1=O. The log10(half-life) is 0.880. (2) The drug is C=C[C@H]1CN2CC[C@H]1C[C@H]2[C@H](O)c1ccnc2ccc(OC)cc12. The log10(half-life) is 1.04. (3) The molecule is O=P1(NCCCl)OCCCN1CCCl. The log10(half-life) is 0.820. (4) The molecule is CNCCCN1c2ccccc2CCc2ccccc21. The log10(half-life) is 1.34. (5) The compound is CCCCCOc1ccc(-c2ccc(-c3ccc(C(=O)N[C@H]4C[C@@H](O)[C@@H](O)NC(=O)[C@@H]5[C@@H](O)[C@@H](C)CN5C(=O)[C@H]([C@@H](C)O)NC(=O)[C@H]([C@H](O)[C@@H](O)c5ccc(O)cc5)NC(=O)[C@@H]5C[C@@H](O)CN5C(=O)[C@H]([C@@H](C)O)NC4=O)cc3)cc2)cc1. The log10(half-life) is 1.60. (6) The molecule is COC(=O)C1=C(C)NC(C)=C(C(=O)OC(C)C)C1c1cccc2nonc12. The log10(half-life) is 0.520. (7) The compound is N[C@@H](Cc1ccc(O)c(O)c1)C(=O)O. The log10(half-life) is 0.110.